This data is from Forward reaction prediction with 1.9M reactions from USPTO patents (1976-2016). The task is: Predict the product of the given reaction. (1) Given the reactants [NH4+:1].[Cl-].[Al+3].[Cl-].[Cl-].[Cl-].[CH2:7]([C:10]1[C:11]([O:26][C:27]([CH3:33])([CH3:32])[C:28](OC)=[O:29])=[C:12]([CH2:23][CH2:24][CH3:25])[C:13]2[O:17][N:16]=[C:15]([C:18]([F:21])([F:20])[F:19])[C:14]=2[CH:22]=1)[CH2:8][CH3:9], predict the reaction product. The product is: [CH2:7]([C:10]1[C:11]([O:26][C:27]([CH3:33])([CH3:32])[C:28]([NH2:1])=[O:29])=[C:12]([CH2:23][CH2:24][CH3:25])[C:13]2[O:17][N:16]=[C:15]([C:18]([F:21])([F:20])[F:19])[C:14]=2[CH:22]=1)[CH2:8][CH3:9]. (2) Given the reactants Cl[C:2]1[C:7]([CH3:8])=[C:6]([CH3:9])[N:5]=[C:4]([NH:10][CH2:11][C:12]2[CH:17]=[CH:16][CH:15]=[CH:14][N:13]=2)[N:3]=1.[CH:18]1([NH2:23])[CH2:22][CH2:21][CH2:20][CH2:19]1.Cl, predict the reaction product. The product is: [CH:18]1([NH:23][C:2]2[C:7]([CH3:8])=[C:6]([CH3:9])[N:5]=[C:4]([NH:10][CH2:11][C:12]3[CH:17]=[CH:16][CH:15]=[CH:14][N:13]=3)[N:3]=2)[CH2:22][CH2:21][CH2:20][CH2:19]1. (3) Given the reactants Br[C:2]1[N:3]=[C:4]([N:11]([C:19]2[CH:24]=[CH:23][C:22]([N:25]3[CH2:30][CH2:29][N:28]([CH:31]4[CH2:34][O:33][CH2:32]4)[CH2:27][CH2:26]3)=[C:21]([O:35][CH2:36][CH2:37][O:38][CH:39]3[CH2:44][CH2:43][CH2:42][CH2:41][O:40]3)[CH:20]=2)[C:12](=[O:18])[O:13][C:14]([CH3:17])([CH3:16])[CH3:15])[C:5]2[N:6]([CH:8]=[CH:9][N:10]=2)[CH:7]=1.C([N:52]([C:69]([O:71][C:72]([CH3:75])([CH3:74])[CH3:73])=[O:70])[C:53]1[C:58]([Cl:59])=[N:57][CH:56]=[C:55](B2OC(C)(C)C(C)(C)O2)[N:54]=1)(OC(C)(C)C)=O.[C:76](N([C:76]([O:78][C:79]([CH3:82])([CH3:81])[CH3:80])=[O:77])C1C=NC=C(B2OC(C)(C)C(C)(C)O2)N=1)([O:78][C:79]([CH3:82])([CH3:81])[CH3:80])=[O:77], predict the reaction product. The product is: [C:72]([O:71][C:69]([N:52]([C:53]1[C:58]([Cl:59])=[N:57][CH:56]=[C:55]([C:2]2[N:3]=[C:4]([N:11]([C:12]([O:13][C:14]([CH3:15])([CH3:17])[CH3:16])=[O:18])[C:19]3[CH:24]=[CH:23][C:22]([N:25]4[CH2:30][CH2:29][N:28]([CH:31]5[CH2:32][O:33][CH2:34]5)[CH2:27][CH2:26]4)=[C:21]([O:35][CH2:36][CH2:37][O:38][CH:39]4[CH2:44][CH2:43][CH2:42][CH2:41][O:40]4)[CH:20]=3)[C:5]3[N:6]([CH:8]=[CH:9][N:10]=3)[CH:7]=2)[N:54]=1)[C:76](=[O:77])[O:78][C:79]([CH3:82])([CH3:81])[CH3:80])=[O:70])([CH3:74])([CH3:75])[CH3:73]. (4) The product is: [CH2:18]([C:17]1[NH:7][C:8]2[C:9]([CH:16]=1)=[C:10]([O:23][CH3:22])[CH:11]=[CH:12][CH:13]=2)[CH3:19]. Given the reactants C(OC(=O)[NH:7][C:8]1[CH:13]=[C:12](OC)[CH:11]=[CH:10][C:9]=1[CH2:16][C:17](=O)[CH2:18][CH3:19])(C)(C)C.[C:22](O)(C(F)(F)F)=[O:23], predict the reaction product. (5) Given the reactants [NH2:1][C:2]1[C:10]([Cl:11])=[CH:9][C:5]([C:6]([OH:8])=O)=[C:4]([O:12][CH3:13])[CH:3]=1.C(N1C=CN=C1)(N1C=CN=C1)=O.C(N)(C)C.[N:30]1([CH2:35][CH2:36][CH2:37][N:38]2[CH2:43][CH2:42][CH:41]([CH2:44][NH2:45])[CH2:40][CH2:39]2)[CH:34]=[CH:33][N:32]=[N:31]1, predict the reaction product. The product is: [N:30]1([CH2:35][CH2:36][CH2:37][N:38]2[CH2:39][CH2:40][CH:41]([CH2:44][NH:45][C:6](=[O:8])[C:5]3[CH:9]=[C:10]([Cl:11])[C:2]([NH2:1])=[CH:3][C:4]=3[O:12][CH3:13])[CH2:42][CH2:43]2)[CH:34]=[CH:33][N:32]=[N:31]1. (6) Given the reactants [F:1][C:2]1[CH:3]=[C:4]([C@@H:10]([NH:12][C:13](=[O:19])[O:14][C:15]([CH3:18])([CH3:17])[CH3:16])[CH3:11])[CH:5]=[CH:6][C:7]=1[CH:8]=O.Cl.[F:21][C:22]1([F:28])[CH2:27][CH2:26][NH:25][CH2:24][CH2:23]1, predict the reaction product. The product is: [F:21][C:22]1([F:28])[CH2:27][CH2:26][N:25]([CH2:8][C:7]2[CH:6]=[CH:5][C:4]([C@@H:10]([NH:12][C:13](=[O:19])[O:14][C:15]([CH3:18])([CH3:17])[CH3:16])[CH3:11])=[CH:3][C:2]=2[F:1])[CH2:24][CH2:23]1. (7) Given the reactants [O:1]1[C:5]2[CH:6]=[CH:7][CH:8]=[CH:9][C:4]=2[N:3]=[CH:2]1.[BH4-].[Na+].C(O)(=O)C.[NH4+].[Cl-], predict the reaction product. The product is: [CH3:2][NH:3][C:4]1[CH:9]=[CH:8][CH:7]=[CH:6][C:5]=1[OH:1]. (8) The product is: [CH:8]([CH:9]1[CH2:13][CH2:12][N:11]([C:14]([O:16][C:17]([CH3:20])([CH3:19])[CH3:18])=[O:15])[CH2:10]1)=[O:7]. Given the reactants N1C=CC=CC=1.[OH:7][CH2:8][CH:9]1[CH2:13][CH2:12][N:11]([C:14]([O:16][C:17]([CH3:20])([CH3:19])[CH3:18])=[O:15])[CH2:10]1, predict the reaction product. (9) The product is: [CH:9](/[C:10]1[CH:11]=[CH:12][C:13]([C:14]([O:16][CH3:17])=[O:15])=[CH:18][CH:19]=1)=[CH:20]\[CH2:21][CH3:22]. Given the reactants [H-].[Na+].C(P([CH2:9][C:10]1[CH:19]=[CH:18][C:13]([C:14]([O:16][CH3:17])=[O:15])=[CH:12][CH:11]=1)(CC)=O)C.[CH:20](=O)[CH2:21][CH3:22].[Cl-].[NH4+], predict the reaction product.